This data is from Reaction yield outcomes from USPTO patents with 853,638 reactions. The task is: Predict the reaction yield, written as a fraction of the theoretical maximum amount of product (1.0 means a 100% yield; for example, 0.34 means a 34% yield). The reactants are BrC1C=CC(CCCC(O)=O)=C(C)C=1.[C:15]([O:20][CH2:21][C:22]1[CH:27]=[CH:26][CH:25]=[CH:24][CH:23]=1)(=[O:19])[CH2:16][CH:17]=[CH2:18].[Br:28][C:29]1[CH:34]=[CH:33][C:32](I)=[C:31]([CH2:36][CH3:37])[CH:30]=1. No catalyst specified. The product is [Br:28][C:29]1[CH:34]=[CH:33][C:32]([CH2:18][CH2:17][CH2:16][C:15]([O:20][CH2:21][C:22]2[CH:23]=[CH:24][CH:25]=[CH:26][CH:27]=2)=[O:19])=[C:31]([CH2:36][CH3:37])[CH:30]=1. The yield is 0.210.